Dataset: Full USPTO retrosynthesis dataset with 1.9M reactions from patents (1976-2016). Task: Predict the reactants needed to synthesize the given product. (1) Given the product [CH3:2][CH:16]1[CH2:17][CH2:18][CH2:19][CH2:20][CH2:21][C:15]1=[O:22], predict the reactants needed to synthesize it. The reactants are: [Li][CH2:2]CCC.CCN(C(C)C)C(C)C.[C:15]1(=[O:22])[CH2:21][CH2:20][CH2:19][CH2:18][CH2:17][CH2:16]1.CI. (2) Given the product [F:8][C:6]1[CH:5]=[CH:4][C:3]([C:9]2[N:14]=[CH:13][N:12]=[C:11]([NH:15][C:16]3[CH:21]=[CH:20][CH:19]=[C:18]([CH2:22][S:23]([CH3:26])(=[O:25])=[O:24])[CH:17]=3)[N:10]=2)=[C:2]([O:32][CH2:31][C:30]2[CH:33]=[C:34]([C:36]([F:37])([F:38])[F:39])[CH:35]=[C:28]([F:27])[CH:29]=2)[CH:7]=1, predict the reactants needed to synthesize it. The reactants are: F[C:2]1[CH:7]=[C:6]([F:8])[CH:5]=[CH:4][C:3]=1[C:9]1[N:14]=[CH:13][N:12]=[C:11]([NH:15][C:16]2[CH:21]=[CH:20][CH:19]=[C:18]([CH2:22][S:23]([CH3:26])(=[O:25])=[O:24])[CH:17]=2)[N:10]=1.[F:27][C:28]1[CH:29]=[C:30]([CH:33]=[C:34]([C:36]([F:39])([F:38])[F:37])[CH:35]=1)[CH2:31][OH:32]. (3) Given the product [CH2:1]([O:8][C:9]1[CH:10]=[C:11]([O:20][S:25]([C:22]([F:24])([F:23])[F:21])(=[O:27])=[O:26])[C:12]([NH:16][C:17]([OH:19])=[O:18])=[C:13]([O:14][S:25]([C:22]([F:24])([F:23])[F:21])(=[O:27])=[O:26])[CH:15]=1)[C:2]1[CH:3]=[CH:4][CH:5]=[CH:6][CH:7]=1, predict the reactants needed to synthesize it. The reactants are: [CH2:1]([O:8][C:9]1[CH:10]=[C:11]([OH:20])[C:12]([NH:16][C:17]([OH:19])=[O:18])=[C:13]([CH:15]=1)[OH:14])[C:2]1[CH:7]=[CH:6][CH:5]=[CH:4][CH:3]=1.[F:21][C:22]([S:25](O[S:25]([C:22]([F:24])([F:23])[F:21])(=[O:27])=[O:26])(=[O:27])=[O:26])([F:24])[F:23]. (4) The reactants are: OP([O-])(O)=O.[K+].OP([O-])([O-])=O.[K+].[K+].[P:14]([O:18][CH2:19][C@@H:20]([OH:29])[C@@H:21]([OH:28])[C@H:22]([OH:27])[C:23](=O)[CH2:24][OH:25])([OH:17])([OH:16])=[O:15].[NH2:30][C@H](C(O)=O)CCC(=O)N.C(N(CC(O)=O)CC(O)=O)CN(CC(O)=O)CC(O)=O. Given the product [P:14]([O:18][CH2:19][C@H:20]1[O:29][CH:24]([OH:25])[C@H:23]([NH2:30])[C@@H:22]([OH:27])[C@@H:21]1[OH:28])([OH:17])([OH:16])=[O:15], predict the reactants needed to synthesize it. (5) Given the product [Cl:35][CH2:34][O:33][C:31](=[O:32])[N:25]([CH2:24][C@H:23]1[C@@H:16]2[CH2:15][C:14]3[CH:13]=[C:12]([C:9]4[CH:10]=[N:11][C:6]([N:1]5[CH:5]=[N:4][N:3]=[N:2]5)=[CH:7][CH:8]=4)[CH:20]=[CH:19][C:18]=3[N:17]2[C:21](=[O:29])[O:22]1)[C:26](=[O:28])[CH3:27], predict the reactants needed to synthesize it. The reactants are: [N:1]1([C:6]2[N:11]=[CH:10][C:9]([C:12]3[CH:20]=[CH:19][C:18]4[N:17]5[C:21](=[O:29])[O:22][C@@H:23]([CH2:24][NH:25][C:26](=[O:28])[CH3:27])[C@@H:16]5[CH2:15][C:14]=4[CH:13]=3)=[CH:8][CH:7]=2)[CH:5]=[N:4][N:3]=[N:2]1.Cl[C:31]([O:33][CH2:34][Cl:35])=[O:32]. (6) Given the product [N+:25]([C:22]1[CH:21]=[CH:20][CH:19]=[C:18]2[C:23]=1[CH:24]=[C:16]([CH3:15])[N:17]2[CH2:9][C:10]([O:12][CH2:13][CH3:14])=[O:11])([O-:27])=[O:26], predict the reactants needed to synthesize it. The reactants are: O.C(=O)([O-])[O-].[K+].[K+].Br[CH2:9][C:10]([O:12][CH2:13][CH3:14])=[O:11].[CH3:15][C:16]1[NH:17][C:18]2[C:23]([CH:24]=1)=[C:22]([N+:25]([O-:27])=[O:26])[CH:21]=[CH:20][CH:19]=2.